From a dataset of Full USPTO retrosynthesis dataset with 1.9M reactions from patents (1976-2016). Predict the reactants needed to synthesize the given product. (1) Given the product [OH:12][CH2:13][N:5]1[CH:6]=[C:7]([C:8]([F:11])([F:9])[F:10])[C:3]([C:1]#[N:2])=[CH:4]1, predict the reactants needed to synthesize it. The reactants are: [C:1]([C:3]1[C:7]([C:8]([F:11])([F:10])[F:9])=[CH:6][NH:5][CH:4]=1)#[N:2].[O:12]1CCC[CH2:13]1.C=O.[OH-].C([N+](CCCC)(CCCC)CCCC)CCC. (2) The reactants are: COC1C=C(OC)C=CC=1C[NH:6][C:7]1[CH:8]=[C:9]([NH:15][C:16]2[CH:21]=[C:20]([CH3:22])[CH:19]=[C:18]([CH3:23])[N:17]=2)[C:10]([C:13]#[N:14])=[N:11][CH:12]=1.FC(F)(F)C(O)=O. Given the product [NH2:6][C:7]1[CH:8]=[C:9]([NH:15][C:16]2[CH:21]=[C:20]([CH3:22])[CH:19]=[C:18]([CH3:23])[N:17]=2)[C:10]([C:13]#[N:14])=[N:11][CH:12]=1, predict the reactants needed to synthesize it. (3) Given the product [Cl:24][C:25]1[C:34]2[C:35](=[O:43])[O:36][C:37]3([CH2:42][CH2:41][O:40][CH2:39][CH2:38]3)[C:33]=2[C:32]2[C@@H:31]([OH:44])[CH2:30][C:29]([CH3:46])([CH3:45])[CH2:28][C:27]=2[N:26]=1, predict the reactants needed to synthesize it. The reactants are: C1C2C(=CC=CC=2)[C@@H](N)[C@H]1O.B.CCN(C1C=CC=CC=1)CC.[Cl:24][C:25]1[C:34]2[C:35](=[O:43])[O:36][C:37]3([CH2:42][CH2:41][O:40][CH2:39][CH2:38]3)[C:33]=2[C:32]2[C:31](=[O:44])[CH2:30][C:29]([CH3:46])([CH3:45])[CH2:28][C:27]=2[N:26]=1.CO. (4) Given the product [CH3:1][O:2][C:3](=[O:6])[CH2:4][O:5][C:13]1[C:12]([N+:17]([O-:19])=[O:18])=[CH:11][C:10]([Br:9])=[CH:15][N:14]=1, predict the reactants needed to synthesize it. The reactants are: [CH3:1][O:2][C:3](=[O:6])[CH2:4][OH:5].[H-].[Na+].[Br:9][C:10]1[CH:11]=[C:12]([N+:17]([O-:19])=[O:18])[C:13](Cl)=[N:14][CH:15]=1.O.